Dataset: Experimentally validated miRNA-target interactions with 360,000+ pairs, plus equal number of negative samples. Task: Binary Classification. Given a miRNA mature sequence and a target amino acid sequence, predict their likelihood of interaction. (1) The miRNA is hsa-miR-1973 with sequence ACCGUGCAAAGGUAGCAUA. The protein sequence of the target gene is MQGRVAGSCAPLGLLLVCLHLPGLFARSIGVVEEKVSQNLGTNLPQLGQPSSTGPSNSEHPQPALDPRSNDLARVPLKLSVPASDGFPPAGGSAVQRWPPSWGLPAMDSWPPEDPWQMMAAAAEDRLGEALPEELSYLSSAAALAPGSGPLPGESSPDATGLSPKASLLHQDSESRRLPRSNSLGAGGKILSQRPPWSLIHRVLPDHPWGTLNPSVSWGGGGPGTGWGTRPMPHPEGIWGINNQPPGTSWGNINRYPGGSWGNINRYPGGSWGNINRYPGGSWGNIHLYPGINNPFPPGV.... Result: 0 (no interaction). (2) The miRNA is hsa-miR-6747-5p with sequence AGGGGUGUGGAAAGAGGCAGAACA. The protein sequence of the target gene is MSYTLDSLGNPSAYRRVTETRSSFSRVSGSPSSGFRSQSWSRGSPSTVSSSYKRSMLAPRLAYSSAMLSSAESSLDFSQSSSLLNGGSGPGGDYKLSRSNEKEQLQGLNDRFAGYIEKVHYLEQQNKEIEAEIQALRQKQASHAQLGDAYDQEIRELRATLEMVNHEKAQVQLDSDHLEEDIHRLKERFEEEARLRDDTEAAIRALRKDIEEASLVKVELDKKVQSLQDEVAFLRSNHEEEVADLLAQIQASHITVERKDYLKTDISTALKEIRSQLESHSDQNMHQAEEWFKCRYAKLT.... Result: 0 (no interaction). (3) The miRNA is mmu-miR-1906 with sequence UGCAGCAGCCUGAGGCAGGGCU. The protein sequence of the target gene is MRSCFCVRRSRDPPPPQPPPPQRGTDQATMPEVKELSEALPETPMDPITGVGVVASRNRAPTGYDVVAQTADGVDADLWKDGLFKSKVTRYLCFTRSFSKENSHLGNVLVDMKLIDVKDTLPVGFIPIQETVDTQEVVFRKKRLCIKFIPRDSTEAAICDIRIMGRTKQAPPQYTFIGELNSMGIWYRMGRVPRNHDSSQPTTPSQSSASSTPAPNLPRHISLTLPATFRGRNNTSTDYEYQLSNLYAISAMDGVPFMISEKFSCIPESMQPFDLLGITIKSLAEIEKEYEYSFRTEQSA.... Result: 0 (no interaction). (4) The miRNA is hsa-miR-6499-5p with sequence UCGGGCGCAAGAGCACUGCAGU. The protein sequence of the target gene is MPPKFKRHLNDDDVTGSVKSERRNLLEDDSDEEEDFFLRGPSGPRFGPRNDKIKHVQNQVDEVIDVMQENITKVIERGERLDELQDKSESLSDNATAFSNRSKQLRRQMWWRGCKIKAIMALAAAILLLMIIILIVVKFRT. Result: 0 (no interaction).